This data is from Forward reaction prediction with 1.9M reactions from USPTO patents (1976-2016). The task is: Predict the product of the given reaction. (1) Given the reactants [N:1]1([CH2:7][C:8]2[CH:16]=[CH:15][C:11]([C:12]([OH:14])=[O:13])=[CH:10][CH:9]=2)[CH2:6][CH2:5][NH:4][CH2:3][CH2:2]1.ClC[P:19](C)(C)=[O:20].[C:23](=O)([O-])[O-].[K+].[K+].[CH2:29](O)[CH3:30], predict the reaction product. The product is: [CH3:23][C:29]([CH3:30])([PH2:19]=[O:20])[N:4]1[CH2:5][CH2:6][N:1]([CH2:7][C:8]2[CH:16]=[CH:15][C:11]([C:12]([OH:14])=[O:13])=[CH:10][CH:9]=2)[CH2:2][CH2:3]1. (2) Given the reactants [NH2:1][C:2]1[CH:7]=[C:6]([F:8])[CH:5]=[CH:4][C:3]=1[NH:9][C:10]1[C:11]([CH3:20])=[C:12]([CH:17]=[CH:18][CH:19]=1)[C:13]([O:15][CH3:16])=[O:14].[O:21]1[CH2:25][CH2:24][CH2:23][C@@H:22]1[C:26](O)=[O:27].Cl.C(N=C=NCCCN(C)C)C.O.ON1C2C=CC=CC=2N=N1, predict the reaction product. The product is: [F:8][C:6]1[CH:5]=[CH:4][C:3]([NH:9][C:10]2[C:11]([CH3:20])=[C:12]([CH:17]=[CH:18][CH:19]=2)[C:13]([O:15][CH3:16])=[O:14])=[C:2]([NH:1][C:26]([C@H:22]2[CH2:23][CH2:24][CH2:25][O:21]2)=[O:27])[CH:7]=1. (3) Given the reactants Br[C:2]1[CH:7]=[CH:6][CH:5]=[CH:4][C:3]=1[Cl:8].[C:9]1(B(O)O)[CH:14]=[CH:13][CH:12]=[CH:11][CH:10]=1.[F-].[K+], predict the reaction product. The product is: [Cl:8][C:3]1[CH:4]=[CH:5][CH:6]=[CH:7][C:2]=1[C:9]1[CH:14]=[CH:13][CH:12]=[CH:11][CH:10]=1. (4) The product is: [CH2:9]([O:8][C:6]1[CH:5]=[CH:4][C:3]([S:11][CH2:12][CH3:13])=[C:2]([CH:7]=1)[NH2:1])[CH3:10]. Given the reactants [NH2:1][C:2]1[CH:7]=[C:6]([O:8][CH2:9][CH3:10])[CH:5]=[CH:4][C:3]=1[SH:11].[CH2:12](SC1C=CC(F)=CC=1N)[CH3:13], predict the reaction product. (5) Given the reactants FC(F)(F)C(O)=O.[C:8]([NH:16][C:17]1[CH:29]=[C:28]([O:30][C:31]2[CH:36]=[CH:35][C:34]([Cl:37])=[CH:33][C:32]=2[Cl:38])[CH:27]=[CH:26][C:18]=1[C:19]([O:21]C(C)(C)C)=[O:20])(=[O:15])[C:9]1[CH:14]=[CH:13][CH:12]=[CH:11][CH:10]=1, predict the reaction product. The product is: [C:8]([NH:16][C:17]1[CH:29]=[C:28]([O:30][C:31]2[CH:36]=[CH:35][C:34]([Cl:37])=[CH:33][C:32]=2[Cl:38])[CH:27]=[CH:26][C:18]=1[C:19]([OH:21])=[O:20])(=[O:15])[C:9]1[CH:10]=[CH:11][CH:12]=[CH:13][CH:14]=1. (6) Given the reactants Cl[C:2]1[C:3]2[S:23](=[O:24])[CH2:22][CH2:21][C:4]=2[N:5]=[C:6]([N:8]2[CH2:13][CH2:12][N:11]([C:14]3[CH:19]=[CH:18][C:17]([Cl:20])=[CH:16][CH:15]=3)[CH2:10][CH2:9]2)[N:7]=1.[C:25]1([C@H:31]([CH2:33][OH:34])[NH2:32])[CH:30]=[CH:29][CH:28]=[CH:27][CH:26]=1.C(N(C(C)C)CC)(C)C.O, predict the reaction product. The product is: [Cl:20][C:17]1[CH:18]=[CH:19][C:14]([N:11]2[CH2:12][CH2:13][N:8]([C:6]3[N:7]=[C:2]([NH:32][C@H:31]([C:25]4[CH:30]=[CH:29][CH:28]=[CH:27][CH:26]=4)[CH2:33][OH:34])[C:3]4[S:23](=[O:24])[CH2:22][CH2:21][C:4]=4[N:5]=3)[CH2:9][CH2:10]2)=[CH:15][CH:16]=1.